This data is from Full USPTO retrosynthesis dataset with 1.9M reactions from patents (1976-2016). The task is: Predict the reactants needed to synthesize the given product. (1) Given the product [CH2:9]([NH:8][C:4]1[CH:3]=[C:2]([N:17]2[CH2:18][CH2:19][N:14]([CH3:13])[CH2:15][CH2:16]2)[CH:7]=[CH:6][N:5]=1)[CH:10]([CH3:12])[CH3:11], predict the reactants needed to synthesize it. The reactants are: Br[C:2]1[CH:7]=[CH:6][N:5]=[C:4]([NH:8][CH2:9][CH:10]([CH3:12])[CH3:11])[CH:3]=1.[CH3:13][N:14]1[CH2:19][CH2:18][NH:17][CH2:16][CH2:15]1.CC(C1C=C(C(C)C)C(C2C=CC=CC=2P(C2CCCCC2)C2CCCCC2)=C(C(C)C)C=1)C.[Li+].C[Si]([N-][Si](C)(C)C)(C)C. (2) Given the product [F:20][C:21]1[CH:22]=[C:23]([NH:28][C:29]2[C:37]3[C:32](=[CH:33][CH:34]=[C:35]([NH:38][C:15]([C:14]4[CH:9]([C:4]5[CH:5]=[C:6]([F:8])[CH:7]=[C:2]([F:1])[CH:3]=5)[NH:10][C:11](=[O:19])[NH:12][C:13]=4[CH3:18])=[O:17])[CH:36]=3)[NH:31][N:30]=2)[CH:24]=[C:25]([F:27])[CH:26]=1, predict the reactants needed to synthesize it. The reactants are: [F:1][C:2]1[CH:3]=[C:4]([CH:9]2[C:14]([C:15]([OH:17])=O)=[C:13]([CH3:18])[NH:12][C:11](=[O:19])[NH:10]2)[CH:5]=[C:6]([F:8])[CH:7]=1.[F:20][C:21]1[CH:22]=[C:23]([NH:28][C:29]2[C:37]3[C:32](=[CH:33][CH:34]=[C:35]([NH2:38])[CH:36]=3)[NH:31][N:30]=2)[CH:24]=[C:25]([F:27])[CH:26]=1.C1CN([P+](Br)(N2CCCC2)N2CCCC2)CC1.F[P-](F)(F)(F)(F)F.C(N(C(C)C)CC)(C)C. (3) Given the product [CH3:32][C:30]1[CH:29]=[C:4]([CH:3]=[C:2]([CH3:1])[CH:31]=1)[O:5][C:6]1[CH:11]=[CH:10][C:9]([O:12][CH3:35])=[CH:8][C:7]=1[S:13]([N:16]1[CH2:17][CH2:18][N:19]([C:22]([O:24][C:25]([CH3:28])([CH3:27])[CH3:26])=[O:23])[CH2:20][CH2:21]1)(=[O:15])=[O:14], predict the reactants needed to synthesize it. The reactants are: [CH3:1][C:2]1[CH:3]=[C:4]([CH:29]=[C:30]([CH3:32])[CH:31]=1)[O:5][C:6]1[CH:11]=[CH:10][C:9]([OH:12])=[CH:8][C:7]=1[S:13]([N:16]1[CH2:21][CH2:20][N:19]([C:22]([O:24][C:25]([CH3:28])([CH3:27])[CH3:26])=[O:23])[CH2:18][CH2:17]1)(=[O:15])=[O:14].CI.[C:35]([O-])([O-])=O.[K+].[K+]. (4) Given the product [CH:4]1([C@@H:7]2[O:11][CH2:12][C:13]3=[N:14][O:15][CH2:10][C@@H:9]3[CH2:8]2)[CH2:6][CH2:5]1, predict the reactants needed to synthesize it. The reactants are: Cl[O-].[Na+].[CH:4]1([CH:7]([O:11][CH2:12][CH:13]=[N:14][OH:15])[CH2:8][CH:9]=[CH2:10])[CH2:6][CH2:5]1.C(N(CC)CC)C. (5) Given the product [O:25]1[CH2:26][CH2:27][CH:22]([NH:21][C:2]2[CH:10]=[CH:9][C:5]([C:6]([OH:8])=[O:7])=[CH:4][C:3]=2[N+:11]([O-:13])=[O:12])[CH2:23][CH2:24]1, predict the reactants needed to synthesize it. The reactants are: F[C:2]1[CH:10]=[CH:9][C:5]([C:6]([OH:8])=[O:7])=[CH:4][C:3]=1[N+:11]([O-:13])=[O:12].C(N(CC)CC)C.[NH2:21][CH:22]1[CH2:27][CH2:26][O:25][CH2:24][CH2:23]1.NC1CCCCO1.Cl. (6) Given the product [CH2:3]([O:5][C:6]([N:8]1[CH2:13][CH2:12][C:11]([O:14][CH3:15])([O:16][CH3:17])[CH:10]([O:18][CH2:19][CH3:20])[CH2:9]1)=[O:7])[CH3:4], predict the reactants needed to synthesize it. The reactants are: [H-].[Na+].[CH2:3]([O:5][C:6]([N:8]1[CH2:13][CH2:12][C:11]([O:16][CH3:17])([O:14][CH3:15])[CH:10]([OH:18])[CH2:9]1)=[O:7])[CH3:4].[CH2:19]1COC[CH2:20]1. (7) The reactants are: [NH3:1].[CH2:2]([C:4]1[CH:21]=[CH:20][C:7]([O:8][C:9]2[CH:14]=[CH:13][C:12]([S:15](Cl)(=[O:17])=[O:16])=[CH:11][C:10]=2[F:19])=[C:6]([O:22][CH3:23])[CH:5]=1)[CH3:3]. Given the product [CH2:2]([C:4]1[CH:21]=[CH:20][C:7]([O:8][C:9]2[CH:14]=[CH:13][C:12]([S:15]([NH2:1])(=[O:17])=[O:16])=[CH:11][C:10]=2[F:19])=[C:6]([O:22][CH3:23])[CH:5]=1)[CH3:3], predict the reactants needed to synthesize it.